This data is from Full USPTO retrosynthesis dataset with 1.9M reactions from patents (1976-2016). The task is: Predict the reactants needed to synthesize the given product. (1) Given the product [F:1][C:2]1[C:10]([C:11]([F:14])([F:13])[F:12])=[CH:9][CH:8]=[CH:7][C:3]=1[C:4]([Cl:15])=[O:5], predict the reactants needed to synthesize it. The reactants are: [F:1][C:2]1[C:10]([C:11]([F:14])([F:13])[F:12])=[CH:9][CH:8]=[CH:7][C:3]=1[C:4](O)=[O:5].[Cl:15]C1C(C(F)(F)F)=CC=CC=1C(O)=O. (2) Given the product [F:27][C:3]([F:2])([F:26])[C:4]1[CH:25]=[CH:24][CH:23]=[CH:22][C:5]=1[CH:6]([O:17][CH:18]1[CH2:21][N:20]([C:37]([NH:36][CH:32]([CH2:34][CH3:35])[CH3:33])=[O:38])[CH2:19]1)[C:7]1[CH:12]=[CH:11][C:10]([O:13][CH:14]([F:15])[F:16])=[CH:9][CH:8]=1, predict the reactants needed to synthesize it. The reactants are: Cl.[F:2][C:3]([F:27])([F:26])[C:4]1[CH:25]=[CH:24][CH:23]=[CH:22][C:5]=1[CH:6]([O:17][CH:18]1[CH2:21][NH:20][CH2:19]1)[C:7]1[CH:12]=[CH:11][C:10]([O:13][CH:14]([F:16])[F:15])=[CH:9][CH:8]=1.C(=O)([O-])[O-].[CH:32]([N:36]=[C:37]=[O:38])([CH2:34][CH3:35])[CH3:33].